This data is from TCR-epitope binding with 47,182 pairs between 192 epitopes and 23,139 TCRs. The task is: Binary Classification. Given a T-cell receptor sequence (or CDR3 region) and an epitope sequence, predict whether binding occurs between them. The epitope is SQASSRSSSR. The TCR CDR3 sequence is CASTSTIRGELFF. Result: 0 (the TCR does not bind to the epitope).